From a dataset of Peptide-MHC class I binding affinity with 185,985 pairs from IEDB/IMGT. Regression. Given a peptide amino acid sequence and an MHC pseudo amino acid sequence, predict their binding affinity value. This is MHC class I binding data. (1) The peptide sequence is FSFPQITLW. The MHC is HLA-B35:01 with pseudo-sequence HLA-B35:01. The binding affinity (normalized) is 0.129. (2) The peptide sequence is RMVMTTTANW. The MHC is HLA-A23:01 with pseudo-sequence HLA-A23:01. The binding affinity (normalized) is 0.633. (3) The peptide sequence is SGPSNTYPEI. The MHC is Patr-A0301 with pseudo-sequence Patr-A0301. The binding affinity (normalized) is 0.